This data is from Forward reaction prediction with 1.9M reactions from USPTO patents (1976-2016). The task is: Predict the product of the given reaction. (1) Given the reactants [C:1]([C:3]1([NH:6][C:7]([C:9]2[N:10]=[C:11]([N:19]3[CH2:24][CH2:23][C@@H:22]([NH:25][C:26]([C:28]4[NH:29][C:30]([CH3:35])=[C:31]([Cl:34])[C:32]=4[Cl:33])=[O:27])[C@@H:21]([O:36][CH3:37])[CH2:20]3)[S:12][C:13]=2[C:14]([O:16]CC)=[O:15])=[O:8])[CH2:5][CH2:4]1)#[N:2].C(=O)([O-])[O-].[K+].[K+].Cl, predict the reaction product. The product is: [C:1]([C:3]1([NH:6][C:7]([C:9]2[N:10]=[C:11]([N:19]3[CH2:24][CH2:23][C@@H:22]([NH:25][C:26]([C:28]4[NH:29][C:30]([CH3:35])=[C:31]([Cl:34])[C:32]=4[Cl:33])=[O:27])[C@@H:21]([O:36][CH3:37])[CH2:20]3)[S:12][C:13]=2[C:14]([OH:16])=[O:15])=[O:8])[CH2:5][CH2:4]1)#[N:2]. (2) The product is: [NH2:35][C@@H:11]1[CH2:12][CH2:13][C@@H:9]([NH:8][C:5]2[CH:4]=[C:3]([C:15]3[CH:20]=[CH:19][CH:18]=[C:17]([NH:21][CH2:22][C:23]4[CH:28]=[CH:27][CH:26]=[C:25]([F:29])[CH:24]=4)[N:16]=3)[C:2]([Cl:1])=[CH:7][N:6]=2)[CH2:10]1. Given the reactants [Cl:1][C:2]1[C:3]([C:15]2[CH:20]=[CH:19][CH:18]=[C:17]([NH:21][CH2:22][C:23]3[CH:28]=[CH:27][CH:26]=[C:25]([F:29])[CH:24]=3)[N:16]=2)=[CH:4][C:5]([NH:8][C@@H:9]2[CH2:13][CH2:12][C@H:11](O)[CH2:10]2)=[N:6][CH:7]=1.ClC1C(C2C=CC=C(NCC3C=CC=C(F)C=3)N=2)=CC(F)=[N:35]C=1.N[C@@H]1CC[C@H](O)C1.C(N(CC)CC)C, predict the reaction product. (3) Given the reactants C[O:2][C:3]1[CH:8]=[CH:7][CH:6]=[C:5]([O:9]C)[C:4]=1[CH2:11][C:12]1[CH:17]=[CH:16][C:15]([CH2:18][CH3:19])=[CH:14][CH:13]=1.Cl.N1C=CC=CC=1, predict the reaction product. The product is: [CH2:18]([C:15]1[CH:16]=[CH:17][C:12]([CH2:11][C:4]2[C:3]([OH:2])=[CH:8][CH:7]=[CH:6][C:5]=2[OH:9])=[CH:13][CH:14]=1)[CH3:19]. (4) Given the reactants [Li+].[OH-].[C:3]([O:7][C:8]([N:10]([C:19]1[CH:24]=[CH:23][C:22]([O:25][CH3:26])=[C:21]([O:27][CH3:28])[CH:20]=1)[S:11]([CH2:14][C:15]([O:17]C)=[O:16])(=[O:13])=[O:12])=[O:9])([CH3:6])([CH3:5])[CH3:4].CCOC(C)=O, predict the reaction product. The product is: [C:3]([O:7][C:8]([N:10]([C:19]1[CH:24]=[CH:23][C:22]([O:25][CH3:26])=[C:21]([O:27][CH3:28])[CH:20]=1)[S:11]([CH2:14][C:15]([OH:17])=[O:16])(=[O:13])=[O:12])=[O:9])([CH3:6])([CH3:5])[CH3:4]. (5) Given the reactants [F:1][C:2]([F:16])([F:15])[C:3]([NH:5][CH2:6][C:7]1[CH:12]=[CH:11][CH:10]=[C:9]([NH:13][CH3:14])[CH:8]=1)=[O:4].[F:17][C:18]1[CH:48]=[CH:47][C:21]([O:22][CH:23]2[CH2:28][CH2:27][N:26]([C:29]([NH:31][CH:32]([CH:36]([C:38]3[C:46]4[C:41](=[CH:42][CH:43]=[CH:44][CH:45]=4)[NH:40][CH:39]=3)[CH3:37])[C:33](O)=[O:34])=[O:30])[CH2:25][CH2:24]2)=[CH:20][CH:19]=1.CCN=C=NCCCN(C)C.C1C=CC2N(O)N=NC=2C=1.C(=O)([O-])O.[Na+], predict the reaction product. The product is: [F:17][C:18]1[CH:48]=[CH:47][C:21]([O:22][CH:23]2[CH2:28][CH2:27][N:26]([C:29]([NH:31][CH:32]([C:33]([N:13]([CH3:14])[C:9]3[CH:10]=[CH:11][CH:12]=[C:7]([CH2:6][NH:5][C:3](=[O:4])[C:2]([F:1])([F:15])[F:16])[CH:8]=3)=[O:34])[CH:36]([C:38]3[C:46]4[C:41](=[CH:42][CH:43]=[CH:44][CH:45]=4)[NH:40][CH:39]=3)[CH3:37])=[O:30])[CH2:25][CH2:24]2)=[CH:20][CH:19]=1. (6) Given the reactants [C:1]([O:5][C:6]([N:8]1[CH2:13][CH2:12][C:11](=[C:14](Br)[C:15]2[CH:20]=[CH:19][CH:18]=[CH:17][CH:16]=2)[CH2:10][CH2:9]1)=[O:7])([CH3:4])([CH3:3])[CH3:2].C([Sn](CCCC)(CCCC)[C:27]1[S:28][CH:29]=[CH:30][N:31]=1)CCC, predict the reaction product. The product is: [C:1]([O:5][C:6]([N:8]1[CH2:13][CH2:12][C:11](=[C:14]([C:15]2[CH:20]=[CH:19][CH:18]=[CH:17][CH:16]=2)[C:27]2[S:28][CH:29]=[CH:30][N:31]=2)[CH2:10][CH2:9]1)=[O:7])([CH3:4])([CH3:3])[CH3:2].